From a dataset of Full USPTO retrosynthesis dataset with 1.9M reactions from patents (1976-2016). Predict the reactants needed to synthesize the given product. (1) Given the product [Br:23][C:24]1[CH:29]=[CH:28][C:27]([NH:15][C:14]2[C:5]([C:3]([OH:2])=[O:4])=[CH:6][C:7]3[N:11]([CH3:12])[CH:10]=[N:9][C:8]=3[C:13]=2[F:16])=[C:26]([Cl:31])[CH:25]=1, predict the reactants needed to synthesize it. The reactants are: C[O:2][C:3]([C:5]1[C:14]([NH2:15])=[C:13]([F:16])[C:8]2[N:9]=[CH:10][N:11]([CH3:12])[C:7]=2[CH:6]=1)=[O:4].C(=O)([O-])[O-].[Cs+].[Cs+].[Br:23][C:24]1[CH:29]=[CH:28][C:27](I)=[C:26]([Cl:31])[CH:25]=1.S(=O)(=O)(O)O.[OH-].[Na+]. (2) Given the product [Cl:18][C:19]1[CH:24]=[CH:23][CH:22]=[CH:21][C:20]=1[O:25][C:2]1[C:11]2[C:6](=[CH:7][CH:8]=[CH:9][CH:10]=2)[CH:5]=[C:4]([NH:12][C:13]2[CH:17]=[CH:16][NH:15][N:14]=2)[N:3]=1, predict the reactants needed to synthesize it. The reactants are: Cl[C:2]1[C:11]2[C:6](=[CH:7][CH:8]=[CH:9][CH:10]=2)[CH:5]=[C:4]([NH:12][C:13]2[CH:17]=[CH:16][NH:15][N:14]=2)[N:3]=1.[Cl:18][C:19]1[CH:24]=[CH:23][CH:22]=[CH:21][C:20]=1[OH:25]. (3) Given the product [CH2:24]([N:31]1[CH2:35][CH2:36][C:10]2([C:9]3[C:8]([C:11]#[N:12])=[CH:7][CH:6]=[CH:5][C:4]=3[NH:3][C:2]2=[O:1])[CH2:33][CH2:32]1)[C:25]1[CH:30]=[CH:29][CH:28]=[CH:27][CH:26]=1, predict the reactants needed to synthesize it. The reactants are: [O:1]=[C:2]1[CH2:10][C:9]2[C:8]([C:11]#[N:12])=[CH:7][CH:6]=[CH:5][C:4]=2[NH:3]1.C[Si]([N-][Si](C)(C)C)(C)C.[Na+].Cl.[CH2:24]([N:31]([CH2:35][CH2:36]Cl)[CH2:32][CH2:33]Cl)[C:25]1[CH:30]=[CH:29][CH:28]=[CH:27][CH:26]=1. (4) Given the product [Cl:15][C:16]1[CH:17]=[C:18]([CH:21]=[CH:22][CH:23]=1)[CH2:19][N:20]1[C:11]2[CH2:10][CH2:9][NH:8][CH2:13][C:12]=2[C:28]([C:29]2[CH:34]=[CH:33][C:32]([Cl:35])=[CH:31][CH:30]=2)=[CH:27]1, predict the reactants needed to synthesize it. The reactants are: C(OC([N:8]1[CH2:13][CH2:12][C:11](=O)[CH2:10][CH2:9]1)=O)(C)(C)C.[Cl:15][C:16]1[CH:17]=[C:18]([CH:21]=[CH:22][CH:23]=1)[CH2:19][NH2:20].[N+]([CH:27]=[CH:28][C:29]1[CH:34]=[CH:33][C:32]([Cl:35])=[CH:31][CH:30]=1)([O-])=O. (5) Given the product [OH:1][C:2]1[CH:3]=[C:4]2[C:9](=[CH:10][CH:11]=1)[CH:8]([C:12]([O:14][CH3:19])=[O:13])[CH2:7][CH2:6][CH2:5]2, predict the reactants needed to synthesize it. The reactants are: [OH:1][C:2]1[CH:3]=[C:4]2[C:9](=[CH:10][CH:11]=1)[CH:8]([C:12]([OH:14])=[O:13])[CH2:7][CH2:6][CH2:5]2.S(Cl)(Cl)=O.[CH3:19]O. (6) Given the product [Br:1][CH2:2][CH2:3][CH2:4][Si:5]([CH2:14][CH2:15][CH3:16])([CH2:8][CH2:9][CH3:10])[O:6][CH3:7], predict the reactants needed to synthesize it. The reactants are: [Br:1][CH2:2][CH2:3][CH2:4][SiH2:5][O:6][CH3:7].[CH2:8]([Mg]Cl)[CH2:9][CH3:10].O1C[CH2:16][CH2:15][CH2:14]1. (7) Given the product [Cl:10][C:6]1[C:7]([CH:8]=[O:9])=[C:2]([NH:22][C:21]2[CH:23]=[CH:24][C:25]([O:26][C:27]3[CH:32]=[CH:31][CH:30]=[C:29]([Cl:33])[CH:28]=3)=[C:19]([Cl:18])[CH:20]=2)[N:3]=[CH:4][N:5]=1, predict the reactants needed to synthesize it. The reactants are: Cl[C:2]1[C:7]([CH:8]=[O:9])=[C:6]([Cl:10])[N:5]=[CH:4][N:3]=1.C(N(CC)CC)C.[Cl:18][C:19]1[CH:20]=[C:21]([CH:23]=[CH:24][C:25]=1[O:26][C:27]1[CH:32]=[CH:31][CH:30]=[C:29]([Cl:33])[CH:28]=1)[NH2:22].C(OCC)(=O)C.